Dataset: Full USPTO retrosynthesis dataset with 1.9M reactions from patents (1976-2016). Task: Predict the reactants needed to synthesize the given product. (1) Given the product [CH3:25][C:24]1([CH3:26])[C:14]2[CH:13]=[C:12]([C:2]3[CH:9]=[C:6]([CH:7]=[O:8])[C:5]([OH:10])=[CH:4][CH:3]=3)[CH:17]=[CH:16][C:15]=2[C:18]2[C:23]1=[CH:22][CH:21]=[CH:20][CH:19]=2, predict the reactants needed to synthesize it. The reactants are: Br[C:2]1[CH:9]=[C:6]([CH:7]=[O:8])[C:5]([OH:10])=[CH:4][CH:3]=1.B(O)(O)[C:12]1[CH:17]=[CH:16][C:15]2[C:18]3[C:23]([C:24]([CH3:26])([CH3:25])[C:14]=2[CH:13]=1)=[CH:22][CH:21]=[CH:20][CH:19]=3.C([O-])([O-])=O.[K+].[K+]. (2) Given the product [CH3:22][N:10]([CH2:11][C:12]1[CH:13]=[CH:14][C:15]([C:18]([F:19])([F:20])[F:21])=[CH:16][CH:17]=1)[C:8]([C:7]1[CH2:25][N:27]([CH2:28][CH2:29][N:30]2[CH2:35][CH2:34][O:33][CH2:32][CH2:31]2)[C:4](=[O:23])[C:5]=1[OH:6])=[O:9], predict the reactants needed to synthesize it. The reactants are: CC1(C)[O:6][C:5](=[CH:7][C:8]([N:10]([CH3:22])[CH2:11][C:12]2[CH:17]=[CH:16][C:15]([C:18]([F:21])([F:20])[F:19])=[CH:14][CH:13]=2)=[O:9])[C:4](=[O:23])O1.[CH2:25]=O.[NH2:27][CH2:28][CH2:29][N:30]1[CH2:35][CH2:34][O:33][CH2:32][CH2:31]1. (3) Given the product [CH3:21][CH:22]1[NH:23][CH2:24][CH2:25][N:26]([C:2]2[C:7]([O:8][CH:9]([CH3:20])[CH2:10][O:11][C:12]3[CH:17]=[CH:16][CH:15]=[CH:14][C:13]=3[O:18][CH3:19])=[N:6][CH:5]=[CH:4][N:3]=2)[CH2:27]1, predict the reactants needed to synthesize it. The reactants are: Cl[C:2]1[C:7]([O:8][CH:9]([CH3:20])[CH2:10][O:11][C:12]2[CH:17]=[CH:16][CH:15]=[CH:14][C:13]=2[O:18][CH3:19])=[N:6][CH:5]=[CH:4][N:3]=1.[CH3:21][CH:22]1[CH2:27][NH:26][CH2:25][CH2:24][NH:23]1. (4) Given the product [I:3][C:4]1[C:12]2[C:7](=[CH:8][CH:9]=[C:10]([C:13]3[N:17]=[C:16]([NH:2][CH3:1])[O:15][N:14]=3)[CH:11]=2)[N:6]([S:22]([C:25]2[CH:31]=[CH:30][C:28]([CH3:29])=[CH:27][CH:26]=2)(=[O:23])=[O:24])[CH:5]=1, predict the reactants needed to synthesize it. The reactants are: [CH3:1][NH2:2].[I:3][C:4]1[C:12]2[C:7](=[CH:8][CH:9]=[C:10]([C:13]3[N:17]=[C:16](C(Cl)(Cl)Cl)[O:15][N:14]=3)[CH:11]=2)[N:6]([S:22]([C:25]2[CH:31]=[CH:30][C:28]([CH3:29])=[CH:27][CH:26]=2)(=[O:24])=[O:23])[CH:5]=1. (5) Given the product [F:10][C:9]([F:12])([F:11])[C:8]([C:5]1[CH:6]=[CH:7][C:2]([N:25]2[CH2:24][CH2:23][N:22]([C:15]([O:17][C:18]([CH3:21])([CH3:20])[CH3:19])=[O:16])[CH2:27][CH2:26]2)=[CH:3][CH:4]=1)([OH:14])[CH3:13], predict the reactants needed to synthesize it. The reactants are: Br[C:2]1[CH:7]=[CH:6][C:5]([C:8]([OH:14])([CH3:13])[C:9]([F:12])([F:11])[F:10])=[CH:4][CH:3]=1.[C:15]([N:22]1[CH2:27][CH2:26][NH:25][CH2:24][CH2:23]1)([O:17][C:18]([CH3:21])([CH3:20])[CH3:19])=[O:16].CC(C)([O-])C.[Na+].C1(P(C2CCCCC2)C2C=CC=CC=2C2C(OC(C)C)=CC=CC=2OC(C)C)CCCCC1. (6) Given the product [CH:1]1([N:4]2[C:13](=[O:14])[C:12]3[C:7](=[CH:8][CH:9]=[CH:10][CH:11]=3)[C:6]([C:15]3[C:23]4[C:18](=[CH:19][CH:20]=[C:21]([F:24])[CH:22]=4)[N:17]([CH2:25][C:26]([OH:28])=[O:27])[C:16]=3[CH3:33])=[N:5]2)[CH2:2][CH2:3]1, predict the reactants needed to synthesize it. The reactants are: [CH:1]1([N:4]2[C:13](=[O:14])[C:12]3[C:7](=[CH:8][CH:9]=[CH:10][CH:11]=3)[C:6]([C:15]3[C:23]4[C:18](=[CH:19][CH:20]=[C:21]([F:24])[CH:22]=4)[N:17]([CH2:25][C:26]([O:28]C(C)(C)C)=[O:27])[C:16]=3[CH3:33])=[N:5]2)[CH2:3][CH2:2]1.O. (7) Given the product [CH2:30]([O:29][C:27](=[O:28])[NH:15][CH2:14][CH:11]1[CH2:10][C:9]2[CH:8]=[C:7]([Cl:16])[CH:6]=[C:5]([C:1]([CH3:4])([CH3:2])[CH3:3])[C:13]=2[O:12]1)[C:31]1[CH:36]=[CH:35][CH:34]=[CH:33][CH:32]=1, predict the reactants needed to synthesize it. The reactants are: [C:1]([C:5]1[C:13]2[O:12][CH:11]([CH2:14][NH2:15])[CH2:10][C:9]=2[CH:8]=[C:7]([Cl:16])[CH:6]=1)([CH3:4])([CH3:3])[CH3:2].C(N(C(C)C)CC)(C)C.Cl[C:27]([O:29][CH2:30][C:31]1[CH:36]=[CH:35][CH:34]=[CH:33][CH:32]=1)=[O:28].C(OC(=O)NCC1CC2C=CC=C(C3CCCC3)C=2O1)C1C=CC=CC=1. (8) Given the product [Cl:25][CH:13]([C:15]1[CH:20]=[CH:19][CH:18]=[CH:17][CH:16]=1)[CH2:12][CH2:11][CH:10]=[N:9][O:8][CH3:7], predict the reactants needed to synthesize it. The reactants are: CN1C=CN=C1.[CH3:7][O:8][N:9]=[CH:10][CH2:11][CH2:12][CH:13]([C:15]1[CH:20]=[CH:19][CH:18]=[CH:17][CH:16]=1)O.CS([Cl:25])(=O)=O.C(OCC)(=O)C. (9) The reactants are: Cl[C:2]1[C:11]([Cl:12])=[N:10][C:9]2[C:4](=[CH:5][C:6]([CH3:17])=[C:7]([C:13]([O:15][CH3:16])=[O:14])[CH:8]=2)[N:3]=1.N1C=CC=CC=1.O.[NH2:25][NH2:26]. Given the product [Cl:12][C:11]1[C:2]([NH:25][NH2:26])=[N:3][C:4]2[C:9]([N:10]=1)=[CH:8][C:7]([C:13]([O:15][CH3:16])=[O:14])=[C:6]([CH3:17])[CH:5]=2, predict the reactants needed to synthesize it.